From a dataset of Peptide-MHC class II binding affinity with 134,281 pairs from IEDB. Regression. Given a peptide amino acid sequence and an MHC pseudo amino acid sequence, predict their binding affinity value. This is MHC class II binding data. (1) The peptide sequence is TTAAGAASGAATVAA. The MHC is DRB5_0101 with pseudo-sequence DRB5_0101. The binding affinity (normalized) is 0.133. (2) The peptide sequence is TVAIVVPLMVILVAT. The MHC is H-2-IAd with pseudo-sequence H-2-IAd. The binding affinity (normalized) is 0.777. (3) The peptide sequence is AVGGVLLFLSVNVHA. The MHC is DRB1_0101 with pseudo-sequence DRB1_0101. The binding affinity (normalized) is 0.847. (4) The peptide sequence is PATPAAPGAGYTPAT. The MHC is DRB1_0405 with pseudo-sequence DRB1_0405. The binding affinity (normalized) is 0.